From a dataset of Peptide-MHC class II binding affinity with 134,281 pairs from IEDB. Regression. Given a peptide amino acid sequence and an MHC pseudo amino acid sequence, predict their binding affinity value. This is MHC class II binding data. (1) The peptide sequence is SDYVYQPFPKTVWEQ. The MHC is DRB1_1501 with pseudo-sequence DRB1_1501. The binding affinity (normalized) is 0.379. (2) The peptide sequence is EKKYFAATQFEPEAA. The MHC is HLA-DQA10401-DQB10402 with pseudo-sequence HLA-DQA10401-DQB10402. The binding affinity (normalized) is 0.518. (3) The peptide sequence is GELQIVDKIDAAHKI. The MHC is DRB1_1201 with pseudo-sequence DRB1_1201. The binding affinity (normalized) is 0.615. (4) The peptide sequence is SIYGAKFADENFIKK. The MHC is DRB1_0901 with pseudo-sequence DRB1_0901. The binding affinity (normalized) is 0.393. (5) The peptide sequence is DNLFPKVAPQAISSV. The binding affinity (normalized) is 0. The MHC is DRB1_0401 with pseudo-sequence DRB1_0401. (6) The peptide sequence is NASHCNEMSWIQSIP. The MHC is DRB1_0701 with pseudo-sequence DRB1_0701. The binding affinity (normalized) is 0.206. (7) The peptide sequence is IKYTRPGDSLAEVEL. The MHC is DRB1_0101 with pseudo-sequence DRB1_0101. The binding affinity (normalized) is 0.305.